From a dataset of Forward reaction prediction with 1.9M reactions from USPTO patents (1976-2016). Predict the product of the given reaction. Given the reactants [CH3:1][S:2]([CH2:5][CH2:6][NH:7][CH2:8][C:9]1[CH:14]=[CH:13][CH:12]=[C:11]([N+:15]([O-:17])=[O:16])[CH:10]=1)(=[O:4])=[O:3].C(N(C(C)C)CC)(C)C.[C:27](O[C:27]([C:29]([F:32])([F:31])[F:30])=[O:28])([C:29]([F:32])([F:31])[F:30])=[O:28], predict the reaction product. The product is: [F:30][C:29]([F:32])([F:31])[C:27]([N:7]([CH2:6][CH2:5][S:2]([CH3:1])(=[O:4])=[O:3])[CH2:8][C:9]1[CH:14]=[CH:13][CH:12]=[C:11]([N+:15]([O-:17])=[O:16])[CH:10]=1)=[O:28].